Dataset: Full USPTO retrosynthesis dataset with 1.9M reactions from patents (1976-2016). Task: Predict the reactants needed to synthesize the given product. (1) Given the product [F:17][C:2]([F:16])([F:1])[C:3]1[N:4]=[C:5]([CH:26]=[O:27])[N:6]([CH2:8][O:9][CH2:10][CH2:11][Si:12]([CH3:13])([CH3:14])[CH3:15])[CH:7]=1, predict the reactants needed to synthesize it. The reactants are: [F:1][C:2]([F:17])([F:16])[C:3]1[N:4]=[CH:5][N:6]([CH2:8][O:9][CH2:10][CH2:11][Si:12]([CH3:15])([CH3:14])[CH3:13])[CH:7]=1.[Li]CCCC.CN([CH:26]=[O:27])C. (2) Given the product [C:1]1([C:7]2[N:11]=[C:10]([N:12]3[CH2:17][CH2:16][N:15]([C:31]([NH:30][C:26]4[S:25][CH:29]=[CH:28][CH:27]=4)=[O:32])[CH2:14][CH2:13]3)[S:9][N:8]=2)[CH:2]=[CH:3][CH:4]=[CH:5][CH:6]=1, predict the reactants needed to synthesize it. The reactants are: [C:1]1([C:7]2[N:11]=[C:10]([N:12]3[CH2:17][CH2:16][NH:15][CH2:14][CH2:13]3)[S:9][N:8]=2)[CH:6]=[CH:5][CH:4]=[CH:3][CH:2]=1.C(N(CC)CC)C.[S:25]1[CH:29]=[CH:28][CH:27]=[C:26]1[N:30]=[C:31]=[O:32]. (3) Given the product [Cl:1][C:2]1[C:11]2[C:6](=[CH:7][CH:8]=[C:9]([CH:12]([CH:13]3[CH2:18][CH2:17][NH:16][CH2:15][CH2:14]3)[OH:26])[CH:10]=2)[N:5]=[C:4]([O:27][CH3:28])[C:3]=1[CH2:29][C:30]1[CH:31]=[CH:32][C:33]([C:36]([F:38])([F:37])[F:39])=[CH:34][CH:35]=1, predict the reactants needed to synthesize it. The reactants are: [Cl:1][C:2]1[C:11]2[C:6](=[CH:7][CH:8]=[C:9]([CH:12]([OH:26])[CH:13]3[CH2:18][CH2:17][N:16](C(OC(C)(C)C)=O)[CH2:15][CH2:14]3)[CH:10]=2)[N:5]=[C:4]([O:27][CH3:28])[C:3]=1[CH2:29][C:30]1[CH:35]=[CH:34][C:33]([C:36]([F:39])([F:38])[F:37])=[CH:32][CH:31]=1.C(O)(C(F)(F)F)=O.[OH-].[Na+]. (4) Given the product [Cl:9][C:10]1[C:11]([O:46][C:24]2[CH:25]=[CH:26][C:27]([CH:28]([CH3:45])[C:29]([OH:44])([C:34]3[CH:35]=[C:36]4[C:41](=[CH:42][CH:43]=3)[N:40]=[CH:39][CH:38]=[N:37]4)[C:30]([F:31])([F:32])[F:33])=[C:22]([Cl:21])[CH:23]=2)=[N:12][CH:13]=[C:14]([CH:19]=1)[C:15]([OH:17])=[O:16], predict the reactants needed to synthesize it. The reactants are: C1N2CCN(CC2)C1.[Cl:9][C:10]1[C:11](Cl)=[N:12][CH:13]=[C:14]([CH:19]=1)[C:15]([O:17]C)=[O:16].[Cl:21][C:22]1[CH:23]=[C:24]([OH:46])[CH:25]=[CH:26][C:27]=1[CH:28]([CH3:45])[C:29]([OH:44])([C:34]1[CH:35]=[C:36]2[C:41](=[CH:42][CH:43]=1)[N:40]=[CH:39][CH:38]=[N:37]2)[C:30]([F:33])([F:32])[F:31].[Li+].[OH-]. (5) The reactants are: [Cl:1][CH2:2][C:3]([NH:5][C:6]1[N:10]([CH:11]2[CH2:15][CH2:14][CH2:13][CH2:12]2)[CH:9]=[N:8][C:7]=1[C:16]([NH2:18])=[O:17])=O.C(=O)(O)[O-].[Na+]. Given the product [Cl:1][CH2:2][C:3]1[NH:18][C:16](=[O:17])[C:7]2[N:8]=[CH:9][N:10]([CH:11]3[CH2:15][CH2:14][CH2:13][CH2:12]3)[C:6]=2[N:5]=1, predict the reactants needed to synthesize it. (6) The reactants are: Br[CH2:2][CH2:3][CH2:4][CH2:5][C:6]([O:8][CH2:9][C:10]1[CH:15]=[CH:14][CH:13]=[CH:12][CH:11]=1)=[O:7].[C:16]([NH:26][CH2:27][C:28](=[O:34])[CH2:29][CH2:30][C:31]([O-:33])=[O:32])([O:18][CH2:19][C:20]1[CH:25]=[CH:24][CH:23]=[CH:22][CH:21]=1)=[O:17].[Cs+]. Given the product [C:16]([NH:26][CH2:27][C:28](=[O:34])[CH2:29][CH2:30][C:31]([O:33][CH2:2][CH2:3][CH2:4][CH2:5][C:6]([O:8][CH2:9][C:10]1[CH:15]=[CH:14][CH:13]=[CH:12][CH:11]=1)=[O:7])=[O:32])([O:18][CH2:19][C:20]1[CH:25]=[CH:24][CH:23]=[CH:22][CH:21]=1)=[O:17], predict the reactants needed to synthesize it. (7) Given the product [Cl:1][C:2]1[CH:3]=[C:4]2[C:10]([C:11]3[N:16]=[C:15]([NH:17][C@H:18]4[CH2:23][CH2:22][CH2:21][C@@H:20]([NH:24][C:49]([CH:45]5[O:46][CH2:47][CH2:48][NH:43][CH2:44]5)=[O:50])[CH2:19]4)[C:14]([F:25])=[CH:13][N:12]=3)=[CH:9][NH:8][C:5]2=[N:6][CH:7]=1, predict the reactants needed to synthesize it. The reactants are: [Cl:1][C:2]1[CH:3]=[C:4]2[C:10]([C:11]3[N:16]=[C:15]([NH:17][C@H:18]4[CH2:23][CH2:22][CH2:21][C@@H:20]([NH2:24])[CH2:19]4)[C:14]([F:25])=[CH:13][N:12]=3)=[CH:9][N:8](S(C3C=CC(C)=CC=3)(=O)=O)[C:5]2=[N:6][CH:7]=1.C(OC([N:43]1[CH2:48][CH2:47][O:46][CH:45]([C:49](O)=[O:50])[CH2:44]1)=O)(C)(C)C.C(Cl)CCl.C1C=CC2N(O)N=NC=2C=1.CCN(C(C)C)C(C)C.[OH-].[Li+].